Dataset: Forward reaction prediction with 1.9M reactions from USPTO patents (1976-2016). Task: Predict the product of the given reaction. (1) Given the reactants [I:1][C:2]1[C:10]2[C:5](=[N:6][CH:7]=[C:8]([C:11]3[CH:12]=[N:13][N:14]([CH:16]4[CH2:21][CH2:20][N:19]([C:22]([O:24][C:25]([CH3:28])([CH3:27])[CH3:26])=[O:23])[CH2:18][CH2:17]4)[CH:15]=3)[CH:9]=2)[NH:4][CH:3]=1.[C:29]1([CH3:39])[CH:34]=[CH:33][C:32]([S:35](Cl)(=[O:37])=[O:36])=[CH:31][CH:30]=1.[H-].[Na+], predict the reaction product. The product is: [I:1][C:2]1[C:10]2[C:5](=[N:6][CH:7]=[C:8]([C:11]3[CH:12]=[N:13][N:14]([CH:16]4[CH2:17][CH2:18][N:19]([C:22]([O:24][C:25]([CH3:28])([CH3:27])[CH3:26])=[O:23])[CH2:20][CH2:21]4)[CH:15]=3)[CH:9]=2)[N:4]([S:35]([C:32]2[CH:33]=[CH:34][C:29]([CH3:39])=[CH:30][CH:31]=2)(=[O:37])=[O:36])[CH:3]=1. (2) Given the reactants [NH2:1][C@@H:2]([CH2:5][N:6]([C:10]1[CH:15]=[CH:14][C:13]([CH2:16][C:17]2[CH:22]=[CH:21][CH:20]=[CH:19][CH:18]=2)=[CH:12][CH:11]=1)[CH:7]([CH3:9])C)[CH2:3][OH:4].[N:23]#[C:24]Br, predict the reaction product. The product is: [CH2:16]([C:13]1[CH:14]=[CH:15][C:10]([N:6]([CH2:5][CH:2]2[CH2:3][O:4][C:24]([NH2:23])=[N:1]2)[CH2:7][CH3:9])=[CH:11][CH:12]=1)[C:17]1[CH:22]=[CH:21][CH:20]=[CH:19][CH:18]=1. (3) Given the reactants [CH3:1][C:2]1[C:6]2[CH:7]=[CH:8][C:9]([C:11]([F:14])([F:13])[F:12])=[CH:10][C:5]=2[S:4][C:3]=1[CH:15]([CH2:19][CH2:20][CH3:21])[CH2:16][CH2:17]O.C1(P(C2C=CC=CC=2)C2C=CC=CC=2)C=CC=CC=1.C(Br)(Br)(Br)[Br:42], predict the reaction product. The product is: [Br:42][CH2:17][CH2:16][CH:15]([C:3]1[S:4][C:5]2[CH:10]=[C:9]([C:11]([F:14])([F:13])[F:12])[CH:8]=[CH:7][C:6]=2[C:2]=1[CH3:1])[CH2:19][CH2:20][CH3:21]. (4) Given the reactants [F:1][C:2]1[CH:3]=[C:4]([C@@H:9]([NH:20][CH2:21][C:22]2[CH:23]=[N:24][C:25]3[C:30]([CH:31]=2)=[CH:29][C:28]2[CH2:32][C@:33]4([CH2:43][C:27]=2[CH:26]=3)[C:41]2[C:36](=[N:37][CH:38]=[CH:39][CH:40]=2)[NH:35][C:34]4=[O:42])[CH2:10][CH2:11][C:12]([CH3:19])([CH3:18])[C:13](OCC)=[O:14])[CH:5]=[C:6]([F:8])[CH:7]=1, predict the reaction product. The product is: [F:1][C:2]1[CH:3]=[C:4]([C@H:9]2[N:20]([CH2:21][C:22]3[CH:23]=[N:24][C:25]4[C:30]([CH:31]=3)=[CH:29][C:28]3[CH2:32][C@:33]5([CH2:43][C:27]=3[CH:26]=4)[C:41]3[C:36](=[N:37][CH:38]=[CH:39][CH:40]=3)[NH:35][C:34]5=[O:42])[C:13](=[O:14])[C:12]([CH3:19])([CH3:18])[CH2:11][CH2:10]2)[CH:5]=[C:6]([F:8])[CH:7]=1. (5) The product is: [F:8][C:6]1[CH:5]=[C:4]([C:9]2[N:10]([CH2:19][CH2:20][O:21][CH3:22])[C:11](=[O:18])[C:12]([C:15]([C:31]3[C:32](=[O:37])[CH:33]4[CH2:36][CH:29]([CH2:35][CH2:34]4)[C:30]=3[OH:38])=[O:17])=[CH:13][N:14]=2)[CH:3]=[C:2]([F:1])[CH:7]=1. Given the reactants [F:1][C:2]1[CH:3]=[C:4]([C:9]2[N:10]([CH2:19][CH2:20][O:21][CH3:22])[C:11](=[O:18])[C:12]([C:15]([OH:17])=O)=[CH:13][N:14]=2)[CH:5]=[C:6]([F:8])[CH:7]=1.C(Cl)(=O)C(Cl)=O.[CH:29]12[CH2:36][CH:33]([CH2:34][CH2:35]1)[C:32](=[O:37])[CH2:31][C:30]2=[O:38].C(N(CC)CC)C.OC(C)(C)C#N, predict the reaction product.